Dataset: Full USPTO retrosynthesis dataset with 1.9M reactions from patents (1976-2016). Task: Predict the reactants needed to synthesize the given product. (1) Given the product [CH3:1][O:2][C:3](=[O:11])[C:4]1[CH:9]=[C:8]([I:12])[CH:7]=[N:6][C:5]=1[OH:10], predict the reactants needed to synthesize it. The reactants are: [CH3:1][O:2][C:3](=[O:11])[C:4]1[CH:9]=[CH:8][CH:7]=[N:6][C:5]=1[OH:10].[I:12]N1C(=O)CCC1=O. (2) Given the product [C:22]([O:21][C:14]1[C:13](=[O:30])[N:12]([CH3:31])[C:11]([CH:2]2[CH2:3][CH2:4][C:5]3[C:10](=[CH:9][CH:8]=[CH:7][CH:6]=3)[N:1]2[C:45]([C:40]2[CH:41]=[CH:42][CH:43]=[CH:44][N:39]=2)=[O:46])=[N:16][C:15]=1[C:17]([O:19][CH3:20])=[O:18])(=[O:29])[C:23]1[CH:24]=[CH:25][CH:26]=[CH:27][CH:28]=1, predict the reactants needed to synthesize it. The reactants are: [NH:1]1[C:10]2[C:5](=[CH:6][CH:7]=[CH:8][CH:9]=2)[CH2:4][CH2:3][CH:2]1[C:11]1[N:12]([CH3:31])[C:13](=[O:30])[C:14]([O:21][C:22](=[O:29])[C:23]2[CH:28]=[CH:27][CH:26]=[CH:25][CH:24]=2)=[C:15]([C:17]([O:19][CH3:20])=[O:18])[N:16]=1.N1C=CC=CC=1.Cl.[N:39]1[CH:44]=[CH:43][CH:42]=[CH:41][C:40]=1[C:45](Cl)=[O:46].